This data is from Reaction yield outcomes from USPTO patents with 853,638 reactions. The task is: Predict the reaction yield, written as a fraction of the theoretical maximum amount of product (1.0 means a 100% yield; for example, 0.34 means a 34% yield). The reactants are [O:1]([C:8]1[CH:23]=[C:22]([C:24]([F:27])([F:26])[F:25])[CH:21]=[CH:20][C:9]=1[O:10][C@@H:11]([CH3:19])[CH2:12][CH2:13][O:14]S(C)(=O)=O)[C:2]1[CH:7]=[CH:6][CH:5]=[CH:4][CH:3]=1.C([O:30][C:31](=[O:42])[CH2:32][CH2:33][C:34]1[CH:35]=[N:36][C:37](O)=[CH:38][C:39]=1[CH3:40])C.C(=O)([O-])[O-].[Cs+].[Cs+].[OH-].[Na+]. The catalyst is CN(C=O)C. The product is [CH3:40][C:39]1[CH:38]=[C:37]([O:14][CH2:13][CH2:12][C@H:11]([O:10][C:9]2[CH:20]=[CH:21][C:22]([C:24]([F:27])([F:26])[F:25])=[CH:23][C:8]=2[O:1][C:2]2[CH:7]=[CH:6][CH:5]=[CH:4][CH:3]=2)[CH3:19])[N:36]=[CH:35][C:34]=1[CH2:33][CH2:32][C:31]([OH:42])=[O:30]. The yield is 0.410.